This data is from Clinical trial toxicity outcomes and FDA approval status for drugs. The task is: Regression/Classification. Given a drug SMILES string, predict its toxicity properties. Task type varies by dataset: regression for continuous values (e.g., LD50, hERG inhibition percentage) or binary classification for toxic/non-toxic outcomes (e.g., AMES mutagenicity, cardiotoxicity, hepatotoxicity). Dataset: clintox. (1) The molecule is Clc1ccc(CO/N=C(/Cn2ccnc2)c2ccc(Cl)cc2Cl)c(Cl)c1. The result is 0 (passed clinical trial). (2) The drug is CCOC(=O)O[C@]1(C(=O)COC(=O)CC)CC[C@H]2[C@@H]3CCC4=CC(=O)C=C[C@]4(C)[C@H]3[C@@H](O)C[C@@]21C. The result is 0 (passed clinical trial). (3) The drug is C[C@H](O)[C@H](O)[C@H]1CNc2[nH]c(N)nc(=O)c2N1. The result is 0 (passed clinical trial). (4) The result is 0 (passed clinical trial). The drug is CC(C)C[C@H](NC(=O)CNC(=O)[C@H](Cc1ccc(O)cc1)NC(=O)[C@H](CO)NC(=O)[C@H](Cc1c[nH]c2ccccc12)NC(=O)[C@H](Cc1c[nH]cn1)NC(=O)[C@@H]1CCC(=O)N1)C(=O)N[C@@H](CCCNC(N)=[NH2+])C(=O)N1CCC[C@H]1C(=O)NCC(N)=O. (5) The compound is Oc1c(I)cc(Cl)c2cccnc12. The result is 0 (passed clinical trial). (6) The drug is CCCOc1cc(N)ccc1C(=O)OCC[NH+](CC)CC. The result is 0 (passed clinical trial).